Dataset: Peptide-MHC class I binding affinity with 185,985 pairs from IEDB/IMGT. Task: Regression. Given a peptide amino acid sequence and an MHC pseudo amino acid sequence, predict their binding affinity value. This is MHC class I binding data. (1) The peptide sequence is IGKMNKHYK. The MHC is HLA-A29:02 with pseudo-sequence HLA-A29:02. The binding affinity (normalized) is 0.0847. (2) The peptide sequence is HFDDVANGF. The MHC is HLA-A30:01 with pseudo-sequence HLA-A30:01. The binding affinity (normalized) is 0.0847.